Dataset: NCI-60 drug combinations with 297,098 pairs across 59 cell lines. Task: Regression. Given two drug SMILES strings and cell line genomic features, predict the synergy score measuring deviation from expected non-interaction effect. (1) Drug 1: C1=CC(=CC=C1CCCC(=O)O)N(CCCl)CCCl. Drug 2: CC(C1=C(C=CC(=C1Cl)F)Cl)OC2=C(N=CC(=C2)C3=CN(N=C3)C4CCNCC4)N. Cell line: SF-539. Synergy scores: CSS=1.93, Synergy_ZIP=-2.00, Synergy_Bliss=-7.55, Synergy_Loewe=-7.77, Synergy_HSA=-7.13. (2) Drug 1: C(CC(=O)O)C(=O)CN.Cl. Drug 2: CC1C(C(CC(O1)OC2CC(CC3=C2C(=C4C(=C3O)C(=O)C5=CC=CC=C5C4=O)O)(C(=O)C)O)N)O. Cell line: SF-539. Synergy scores: CSS=41.2, Synergy_ZIP=2.45, Synergy_Bliss=-2.20, Synergy_Loewe=-14.1, Synergy_HSA=-0.510.